Dataset: NCI-60 drug combinations with 297,098 pairs across 59 cell lines. Task: Regression. Given two drug SMILES strings and cell line genomic features, predict the synergy score measuring deviation from expected non-interaction effect. (1) Cell line: HOP-92. Synergy scores: CSS=-7.29, Synergy_ZIP=2.34, Synergy_Bliss=0.217, Synergy_Loewe=-10.2, Synergy_HSA=-10.1. Drug 2: C1=NNC2=C1C(=O)NC=N2. Drug 1: CCCCCOC(=O)NC1=NC(=O)N(C=C1F)C2C(C(C(O2)C)O)O. (2) Drug 1: CC1=C2C(C(=O)C3(C(CC4C(C3C(C(C2(C)C)(CC1OC(=O)C(C(C5=CC=CC=C5)NC(=O)OC(C)(C)C)O)O)OC(=O)C6=CC=CC=C6)(CO4)OC(=O)C)OC)C)OC. Drug 2: CC1C(C(CC(O1)OC2CC(CC3=C2C(=C4C(=C3O)C(=O)C5=C(C4=O)C(=CC=C5)OC)O)(C(=O)CO)O)N)O.Cl. Cell line: U251. Synergy scores: CSS=46.5, Synergy_ZIP=-11.0, Synergy_Bliss=-13.6, Synergy_Loewe=-5.56, Synergy_HSA=-4.69. (3) Drug 1: C1=CC(=CC=C1CCC2=CNC3=C2C(=O)NC(=N3)N)C(=O)NC(CCC(=O)O)C(=O)O. Drug 2: CCC1(C2=C(COC1=O)C(=O)N3CC4=CC5=C(C=CC(=C5CN(C)C)O)N=C4C3=C2)O.Cl. Cell line: 786-0. Synergy scores: CSS=28.9, Synergy_ZIP=-8.49, Synergy_Bliss=-7.06, Synergy_Loewe=-4.46, Synergy_HSA=-2.62. (4) Drug 1: C1=CC=C(C=C1)NC(=O)CCCCCCC(=O)NO. Drug 2: C1C(C(OC1N2C=NC3=C2NC=NCC3O)CO)O. Cell line: U251. Synergy scores: CSS=-0.789, Synergy_ZIP=-0.628, Synergy_Bliss=2.87, Synergy_Loewe=-5.56, Synergy_HSA=-0.818. (5) Drug 1: CC(CN1CC(=O)NC(=O)C1)N2CC(=O)NC(=O)C2. Drug 2: C1=CC=C(C(=C1)C(C2=CC=C(C=C2)Cl)C(Cl)Cl)Cl. Cell line: A549. Synergy scores: CSS=37.2, Synergy_ZIP=0.879, Synergy_Bliss=1.10, Synergy_Loewe=-6.31, Synergy_HSA=1.58. (6) Drug 2: COCCOC1=C(C=C2C(=C1)C(=NC=N2)NC3=CC=CC(=C3)C#C)OCCOC.Cl. Synergy scores: CSS=-1.95, Synergy_ZIP=3.49, Synergy_Bliss=4.35, Synergy_Loewe=-2.32, Synergy_HSA=-1.43. Drug 1: C1C(C(OC1N2C=C(C(=O)NC2=O)F)CO)O. Cell line: MDA-MB-435. (7) Drug 1: CCC(=C(C1=CC=CC=C1)C2=CC=C(C=C2)OCCN(C)C)C3=CC=CC=C3.C(C(=O)O)C(CC(=O)O)(C(=O)O)O. Drug 2: CC1C(C(CC(O1)OC2CC(CC3=C2C(=C4C(=C3O)C(=O)C5=C(C4=O)C(=CC=C5)OC)O)(C(=O)CO)O)N)O.Cl. Cell line: HL-60(TB). Synergy scores: CSS=49.0, Synergy_ZIP=-1.33, Synergy_Bliss=0.0988, Synergy_Loewe=-1.35, Synergy_HSA=2.98.